Regression. Given two drug SMILES strings and cell line genomic features, predict the synergy score measuring deviation from expected non-interaction effect. From a dataset of NCI-60 drug combinations with 297,098 pairs across 59 cell lines. (1) Drug 1: COC1=C(C=C2C(=C1)N=CN=C2NC3=CC(=C(C=C3)F)Cl)OCCCN4CCOCC4. Drug 2: CC12CCC3C(C1CCC2OP(=O)(O)O)CCC4=C3C=CC(=C4)OC(=O)N(CCCl)CCCl.[Na+]. Cell line: SF-268. Synergy scores: CSS=4.83, Synergy_ZIP=3.16, Synergy_Bliss=-2.95, Synergy_Loewe=-17.3, Synergy_HSA=-1.94. (2) Cell line: HOP-62. Synergy scores: CSS=14.2, Synergy_ZIP=1.45, Synergy_Bliss=5.12, Synergy_Loewe=2.97, Synergy_HSA=3.43. Drug 1: CC1=C(C=C(C=C1)C(=O)NC2=CC(=CC(=C2)C(F)(F)F)N3C=C(N=C3)C)NC4=NC=CC(=N4)C5=CN=CC=C5. Drug 2: C1=NNC2=C1C(=O)NC=N2.